Dataset: Peptide-MHC class II binding affinity with 134,281 pairs from IEDB. Task: Regression. Given a peptide amino acid sequence and an MHC pseudo amino acid sequence, predict their binding affinity value. This is MHC class II binding data. (1) The peptide sequence is KFWELVDEERKLHQQ. The MHC is HLA-DQA10501-DQB10302 with pseudo-sequence HLA-DQA10501-DQB10302. The binding affinity (normalized) is 0. (2) The peptide sequence is EEDIEIIPPIQEEEY. The MHC is DRB1_0802 with pseudo-sequence DRB1_0802. The binding affinity (normalized) is 0. (3) The peptide sequence is EKLKKVLEVYEARLS. The MHC is HLA-DPA10201-DPB10101 with pseudo-sequence HLA-DPA10201-DPB10101. The binding affinity (normalized) is 0.491. (4) The peptide sequence is KKGAGGITIKKTGQA. The MHC is DRB1_1201 with pseudo-sequence DRB1_1201. The binding affinity (normalized) is 0.160. (5) The peptide sequence is MAAHKFMVAMFLAVA. The MHC is DRB4_0101 with pseudo-sequence DRB4_0103. The binding affinity (normalized) is 0.324. (6) The peptide sequence is AITAMSEAQKAAKPA. The MHC is HLA-DPA10301-DPB10402 with pseudo-sequence HLA-DPA10301-DPB10402. The binding affinity (normalized) is 0. (7) The peptide sequence is AFKVIATAANAAPAN. The MHC is DRB1_1001 with pseudo-sequence DRB1_1001. The binding affinity (normalized) is 0.909. (8) The peptide sequence is INEPTAADIAYGLDR. The MHC is HLA-DQA10401-DQB10402 with pseudo-sequence HLA-DQA10401-DQB10402. The binding affinity (normalized) is 0.377. (9) The peptide sequence is ERSLWIIFSKNLNIK. The MHC is HLA-DPA10201-DPB10101 with pseudo-sequence HLA-DPA10201-DPB10101. The binding affinity (normalized) is 0.762.